Dataset: Full USPTO retrosynthesis dataset with 1.9M reactions from patents (1976-2016). Task: Predict the reactants needed to synthesize the given product. (1) Given the product [CH:5]12[CH2:4][CH:3]([CH2:23][CH2:24]1)[CH2:2][CH:1]2[NH:6][C:7]1[C:12]([CH3:13])=[C:11]([CH3:14])[N:10]=[C:9]([NH:15][CH2:16][C:17]2[CH:22]=[CH:21][CH:20]=[CH:19][N:18]=2)[N:8]=1, predict the reactants needed to synthesize it. The reactants are: [CH:1]1([NH:6][C:7]2[C:12]([CH3:13])=[C:11]([CH3:14])[N:10]=[C:9]([NH:15][CH2:16][C:17]3[CH:22]=[CH:21][CH:20]=[CH:19][N:18]=3)[N:8]=2)[CH2:5][CH2:4][CH2:3][CH2:2]1.[CH:23]12CC(CC1)C[CH:24]2N. (2) Given the product [NH2:23][C:24](=[O:67])[C:25]([CH3:65])([CH3:66])[CH2:26][NH:27][C:28]([C@H:30]([CH:62]([CH3:63])[CH3:64])[CH2:31][C@@H:32]1[O:36][CH2:35][N:34]([C:37]([O:39][CH2:40][O:13][C:12]([C:9]2([NH:8][C:6]([O:5][C:1]([CH3:4])([CH3:2])[CH3:3])=[O:7])[CH2:11][CH2:10]2)=[O:14])=[O:38])[C@H:33]1[CH2:42][C@H:43]([CH2:47][C:48]1[CH:53]=[CH:52][C:51]([O:54][CH3:55])=[C:50]([O:56][CH2:57][CH2:58][CH2:59][O:60][CH3:61])[CH:49]=1)[CH:44]([CH3:45])[CH3:46])=[O:29], predict the reactants needed to synthesize it. The reactants are: [C:1]([O:5][C:6]([NH:8][C:9]1([C:12]([OH:14])=[O:13])[CH2:11][CH2:10]1)=[O:7])([CH3:4])([CH3:3])[CH3:2].[I-].[Cs+].C(=O)([O-])[O-].[Cs+].[Cs+].[NH2:23][C:24](=[O:67])[C:25]([CH3:66])([CH3:65])[CH2:26][NH:27][C:28]([C@H:30]([CH:62]([CH3:64])[CH3:63])[CH2:31][C@@H:32]1[O:36][CH2:35][N:34]([C:37]([O:39][CH2:40]Cl)=[O:38])[C@H:33]1[CH2:42][C@H:43]([CH2:47][C:48]1[CH:53]=[CH:52][C:51]([O:54][CH3:55])=[C:50]([O:56][CH2:57][CH2:58][CH2:59][O:60][CH3:61])[CH:49]=1)[CH:44]([CH3:46])[CH3:45])=[O:29]. (3) Given the product [CH3:15][O:14][C:7]1[CH:6]=[CH:5][C:4]([I:3])=[CH:13][C:8]=1[C:9]([O:11][CH3:12])=[O:10], predict the reactants needed to synthesize it. The reactants are: CI.[I:3][C:4]1[CH:13]=[C:8]([C:9]([O:11][CH3:12])=[O:10])[C:7]([OH:14])=[CH:6][CH:5]=1.[C:15](=O)([O-])[O-].[K+].[K+]. (4) Given the product [SH:2][O:5][C:12]([C:6]1[CH:11]=[CH:10][CH:9]=[CH:8][CH:7]=1)=[O:13].[Cl:1][S:2]([O:13][C:12]([C:6]1[CH:11]=[CH:10][CH:9]=[CH:8][CH:7]=1)=[O:14])(=[O:4])=[O:3], predict the reactants needed to synthesize it. The reactants are: [Cl:1][S:2]([OH:5])(=[O:4])=[O:3].[C:6]1([C:12]([OH:14])=[O:13])[CH:11]=[CH:10][CH:9]=[CH:8][CH:7]=1. (5) The reactants are: Br[C:2]1[N:7]=[C:6]2[N:8]([CH3:23])[C:9]3[CH2:14][CH2:13][N:12]([C:15]([O:17][C:18]([CH3:21])([CH3:20])[CH3:19])=[O:16])[C:11](=[O:22])[C:10]=3[C:5]2=[CH:4][CH:3]=1.[CH2:24]([O:31][C:32]1[CH:37]=[CH:36][NH:35][C:34](=[O:38])[CH:33]=1)[C:25]1[CH:30]=[CH:29][CH:28]=[CH:27][CH:26]=1.C([O-])([O-])=O.[Cs+].[Cs+].N#N.CN[C@@H]1CCCC[C@H]1NC. Given the product [CH2:24]([O:31][C:32]1[CH:37]=[CH:36][N:35]([C:2]2[N:7]=[C:6]3[N:8]([CH3:23])[C:9]4[CH2:14][CH2:13][N:12]([C:15]([O:17][C:18]([CH3:21])([CH3:20])[CH3:19])=[O:16])[C:11](=[O:22])[C:10]=4[C:5]3=[CH:4][CH:3]=2)[C:34](=[O:38])[CH:33]=1)[C:25]1[CH:26]=[CH:27][CH:28]=[CH:29][CH:30]=1, predict the reactants needed to synthesize it. (6) Given the product [C:3]([OH:30])([C:12]([F:15])([F:14])[F:13])=[O:39].[C:42]([O:45][C:46](=[O:47])[NH:8][C:6]1[CH:7]=[C:2]([F:1])[C:3]([C:12]([F:13])([F:14])[F:15])=[CH:4][C:5]=1[N+:9]([O-:11])=[O:10])([CH3:44])([CH3:43])[CH3:41], predict the reactants needed to synthesize it. The reactants are: [F:1][C:2]1[C:3]([C:12]([F:15])([F:14])[F:13])=[CH:4][C:5]([N+:9]([O-:11])=[O:10])=[C:6]([NH2:8])[CH:7]=1.NC1C=CC(C(F)(F)F)=C(F)C=1.CC(OC(C)=O)=[O:30].[N+]([O-])(O)=O.[OH-:39].[Na+].[CH3:41][C:42]([O:45][C:46](O[C:46]([O:45][C:42]([CH3:44])([CH3:43])[CH3:41])=[O:47])=[O:47])([CH3:44])[CH3:43]. (7) Given the product [C:15]([N:22]1[CH2:23][CH2:24][N:25]([CH2:9][CH2:8][C:7]2[CH:6]=[CH:5][N:4]=[CH:3][C:2]=2[F:1])[CH2:26][CH2:27]1)([O:17][C:18]([CH3:21])([CH3:20])[CH3:19])=[O:16], predict the reactants needed to synthesize it. The reactants are: [F:1][C:2]1[CH:3]=[N:4][CH:5]=[CH:6][C:7]=1[CH2:8][CH2:9]OS(C)(=O)=O.[C:15]([N:22]1[CH2:27][CH2:26][NH:25][CH2:24][CH2:23]1)([O:17][C:18]([CH3:21])([CH3:20])[CH3:19])=[O:16].C([O-])([O-])=O.[K+].[K+].[Na+].[I-].C([O-])([O-])=O.[Cs+].[Cs+]. (8) Given the product [CH:1]([C:4]1[C:8]([CH2:9][CH2:10][CH2:11][CH2:12][O:13][C:25]2[CH:26]=[C:27]([CH2:31][C:32]([OH:34])=[O:33])[CH:28]=[CH:29][CH:30]=2)=[CH:7][N:6]([C:14]2[CH:19]=[CH:18][C:17]([C:20]([F:22])([F:21])[F:23])=[CH:16][N:15]=2)[N:5]=1)([CH3:3])[CH3:2], predict the reactants needed to synthesize it. The reactants are: [CH:1]([C:4]1[C:8]([CH2:9][CH2:10][CH2:11][CH2:12][OH:13])=[CH:7][N:6]([C:14]2[CH:19]=[CH:18][C:17]([C:20]([F:23])([F:22])[F:21])=[CH:16][N:15]=2)[N:5]=1)([CH3:3])[CH3:2].O[C:25]1[CH:26]=[C:27]([CH2:31][C:32]([O:34]C)=[O:33])[CH:28]=[CH:29][CH:30]=1.C(P(CCCC)CCCC)CCC.N(C(N1CCCCC1)=O)=NC(N1CCCCC1)=O.C(OC(C)C)(C)C.CCCCCC. (9) Given the product [Cl:4][C:5]1[N:6]=[C:7]([CH3:12])[N:8]=[C:9]([S:2][CH3:1])[N:10]=1, predict the reactants needed to synthesize it. The reactants are: [CH3:1][S-:2].[Na+].[Cl:4][C:5]1[N:10]=[C:9](Cl)[N:8]=[C:7]([CH3:12])[N:6]=1.C1(C)C=CC=CC=1.